From a dataset of Catalyst prediction with 721,799 reactions and 888 catalyst types from USPTO. Predict which catalyst facilitates the given reaction. (1) Reactant: [Br:1][C:2]1[C:3]([I:25])=[C:4]2[N:10]=[C:9]([C:11]3[CH:16]=[CH:15][C:14]([C:17]([N:19]4[CH2:24][CH2:23][O:22][CH2:21][CH2:20]4)=O)=[CH:13][CH:12]=3)[NH:8][C:5]2=[N:6][CH:7]=1.B.CO. Product: [Br:1][C:2]1[C:3]([I:25])=[C:4]2[N:10]=[C:9]([C:11]3[CH:12]=[CH:13][C:14]([CH2:17][N:19]4[CH2:20][CH2:21][O:22][CH2:23][CH2:24]4)=[CH:15][CH:16]=3)[NH:8][C:5]2=[N:6][CH:7]=1. The catalyst class is: 1. (2) Reactant: CC([C:4]1[CH:9]=[C:8]([Cl:10])[CH:7]=[CH:6][C:5]=1Cl)=O.[C:12]1(O)[CH:17]=[CH:16][CH:15]=[CH:14][CH:13]=1.[C:19](=[O:22])([O-])[O-].[K+].[K+].[C:25]([O:29]C)(C)(C)C. Product: [Cl:10][C:8]1[CH:7]=[CH:6][CH:5]=[C:4]([CH:9]=1)[O:29][CH2:25][C:19]([C:12]1[CH:17]=[CH:16][CH:15]=[CH:14][CH:13]=1)=[O:22]. The catalyst class is: 536. (3) Reactant: [Cl:1][C:2]1[CH:3]=[C:4]([C:9]2(O)[CH2:12][C:11]3([CH2:17][CH2:16][N:15](C(OC(C)(C)C)=O)[CH2:14][CH2:13]3)[CH2:10]2)[CH:5]=[CH:6][C:7]=1[F:8].C([SiH](CC)CC)C.FC(F)(F)C(O)=O.Cl.C(OCC)C. Product: [ClH:1].[Cl:1][C:2]1[CH:3]=[C:4]([CH:9]2[CH2:12][C:11]3([CH2:13][CH2:14][NH:15][CH2:16][CH2:17]3)[CH2:10]2)[CH:5]=[CH:6][C:7]=1[F:8]. The catalyst class is: 168. (4) Reactant: [F:1][C:2]1[CH:10]=[CH:9][C:8]([C:11]([F:14])([F:13])[F:12])=[CH:7][C:3]=1[C:4]([OH:6])=O.[CH3:15][O:16][C:17](=[O:48])[CH:18]([NH2:47])[CH2:19][S:20][CH2:21][C:22]1[CH:27]=[CH:26][C:25]([C:28]2[CH:33]=[CH:32][C:31]([C:34]3[C:39]4[O:40][C:41]5[CH:46]=[CH:45][CH:44]=[CH:43][C:42]=5[C:38]=4[CH:37]=[CH:36][CH:35]=3)=[CH:30][CH:29]=2)=[CH:24][CH:23]=1.CCN=C=NCCCN(C)C.C(N(CC)CC)C. Product: [CH3:15][O:16][C:17](=[O:48])[CH:18]([NH:47][C:4](=[O:6])[C:3]1[CH:7]=[C:8]([C:11]([F:14])([F:13])[F:12])[CH:9]=[CH:10][C:2]=1[F:1])[CH2:19][S:20][CH2:21][C:22]1[CH:27]=[CH:26][C:25]([C:28]2[CH:29]=[CH:30][C:31]([C:34]3[C:39]4[O:40][C:41]5[CH:46]=[CH:45][CH:44]=[CH:43][C:42]=5[C:38]=4[CH:37]=[CH:36][CH:35]=3)=[CH:32][CH:33]=2)=[CH:24][CH:23]=1. The catalyst class is: 232.